Predict the reaction yield, written as a fraction of the theoretical maximum amount of product (1.0 means a 100% yield; for example, 0.34 means a 34% yield). From a dataset of Reaction yield outcomes from USPTO patents with 853,638 reactions. (1) The reactants are [CH2:1]([C:5]1[O:6][C:7]2[CH:37]=[CH:36][CH:35]=[CH:34][C:8]=2[C:9]=1[CH2:10][C:11]1[CH:16]=[CH:15][C:14]([C:17]2[CH:22]=[CH:21][C:20]([O:23][CH2:24][CH2:25][CH2:26][C:27]3[CH:32]=[CH:31][CH:30]=[CH:29][CH:28]=3)=[C:19]([NH2:33])[CH:18]=2)=[CH:13][CH:12]=1)[CH2:2][CH2:3][CH3:4].C(N(C(C)C)CC)(C)C.Cl[C:48](=[O:54])[C:49]([O:51][CH2:52][CH3:53])=[O:50]. The yield is 0.770. The product is [CH2:52]([O:51][C:49](=[O:50])[C:48]([NH:33][C:19]1[CH:18]=[C:17]([C:14]2[CH:13]=[CH:12][C:11]([CH2:10][C:9]3[C:8]4[CH:34]=[CH:35][CH:36]=[CH:37][C:7]=4[O:6][C:5]=3[CH2:1][CH2:2][CH2:3][CH3:4])=[CH:16][CH:15]=2)[CH:22]=[CH:21][C:20]=1[O:23][CH2:24][CH2:25][CH2:26][C:27]1[CH:32]=[CH:31][CH:30]=[CH:29][CH:28]=1)=[O:54])[CH3:53]. The catalyst is ClCCl.O. (2) The reactants are Br[C:2]1[CH:3]=[C:4]([CH:8]2[CH2:17][C:16]([CH3:19])([CH3:18])[C:15]3[C:10](=[CH:11][CH:12]=[C:13]([C:20]([F:23])([F:22])[F:21])[CH:14]=3)[N:9]2[CH3:24])[CH:5]=[CH:6][CH:7]=1.[NH2:25][C:26]1([C:29]([OH:31])=[O:30])[CH2:28][CH2:27]1.C(=O)([O-])[O-].[K+].[K+]. The catalyst is CS(C)=O.[Cu]I. The product is [CH3:24][N:9]1[C:10]2[C:15](=[CH:14][C:13]([C:20]([F:23])([F:22])[F:21])=[CH:12][CH:11]=2)[C:16]([CH3:19])([CH3:18])[CH2:17][CH:8]1[C:4]1[CH:3]=[C:2]([NH:25][C:26]2([C:29]([OH:31])=[O:30])[CH2:28][CH2:27]2)[CH:7]=[CH:6][CH:5]=1. The yield is 0.400.